From a dataset of Full USPTO retrosynthesis dataset with 1.9M reactions from patents (1976-2016). Predict the reactants needed to synthesize the given product. (1) Given the product [N+:13]([CH2:16][CH2:17][CH:7]1[CH2:8][CH2:9][CH2:10][CH2:11][C:12]1=[O:22])([O-:15])=[O:14], predict the reactants needed to synthesize it. The reactants are: O1CCN([C:7]2[CH2:12][CH2:11][CH2:10][CH2:9][CH:8]=2)CC1.[N+:13]([CH2:16][CH2:17]OC(=O)C)([O-:15])=[O:14].[OH2:22].Cl. (2) The reactants are: [N:1]1[CH:6]=[CH:5][CH:4]=[C:3]([NH:7][C:8](=[O:15])OCC(Cl)(Cl)Cl)[CH:2]=1.Cl.Cl.[F:18][C:19]1[CH:24]=[CH:23][C:22]([F:25])=[CH:21][C:20]=1[C:26]1[CH:31]=[CH:30][N:29]=[C:28]([N:32]2[CH2:37][CH2:36][NH:35][CH2:34][CH2:33]2)[N:27]=1. Given the product [F:18][C:19]1[CH:24]=[CH:23][C:22]([F:25])=[CH:21][C:20]=1[C:26]1[CH:31]=[CH:30][N:29]=[C:28]([N:32]2[CH2:37][CH2:36][N:35]([C:8]([NH:7][C:3]3[CH:2]=[N:1][CH:6]=[CH:5][CH:4]=3)=[O:15])[CH2:34][CH2:33]2)[N:27]=1, predict the reactants needed to synthesize it. (3) Given the product [Cl:1][C:2]1[CH:11]=[CH:10][C:9]2[CH2:8][CH2:7][C:6]3[C:12](=[O:17])[NH:13][NH:18][C:5]=3[C:4]=2[N:3]=1, predict the reactants needed to synthesize it. The reactants are: [Cl:1][C:2]1[CH:11]=[CH:10][C:9]2[CH2:8][CH2:7]/[C:6](=[CH:12]\[N:13](C)C)/[C:5](=O)[C:4]=2[N:3]=1.[OH2:17].[NH2:18]N. (4) Given the product [O:25]=[C:19]1[CH:18]([N:12]2[CH2:11][C:10]3[C:14](=[CH:15][CH:16]=[C:8]([CH2:7][NH:6][C:52](=[O:53])[C:51]([F:62])([F:50])[C:55]4[CH:56]=[CH:57][C:58]([CH3:61])=[CH:59][CH:60]=4)[CH:9]=3)[C:13]2=[O:17])[CH2:23][CH2:22][C:21](=[O:24])[NH:20]1, predict the reactants needed to synthesize it. The reactants are: CS(O)(=O)=O.[NH2:6][CH2:7][C:8]1[CH:9]=[C:10]2[C:14](=[CH:15][CH:16]=1)[C:13](=[O:17])[N:12]([CH:18]1[CH2:23][CH2:22][C:21](=[O:24])[NH:20][C:19]1=[O:25])[CH2:11]2.CN(C(ON1N=NC2C=CC=NC1=2)=[N+](C)C)C.F[P-](F)(F)(F)(F)F.[F:50][C:51]([F:62])([C:55]1[CH:60]=[CH:59][C:58]([CH3:61])=[CH:57][CH:56]=1)[C:52](O)=[O:53].C(N(C(C)C)C(C)C)C. (5) Given the product [CH2:31]([N:8]([CH2:1][C:25]1[CH:30]=[CH:29][CH:28]=[CH:27][CH:26]=1)[C@H:9]([C@H:10]1[O:11][C:17](=[O:18])[N:13]2[CH2:14][CH2:15][CH2:16][C@H:12]12)[CH2:24][C:25]1[CH:30]=[CH:29][CH:28]=[CH:27][CH:26]=1)[C:32]1[CH:37]=[CH:24][CH:9]=[CH:10][CH:33]=1, predict the reactants needed to synthesize it. The reactants are: [CH2:1]([N:8]([CH2:31][C:32]1[CH:37]=CC=C[CH:33]=1)[C@@H:9]([CH2:24][C:25]1[CH:30]=[CH:29][CH:28]=[CH:27][CH:26]=1)[C:10]([C@H:12]1[CH2:16][CH2:15][CH2:14][N:13]1[C:17](OC(C)(C)C)=[O:18])=[O:11])C1C=CC=CC=1.[BH4-].[Na+].